From a dataset of Catalyst prediction with 721,799 reactions and 888 catalyst types from USPTO. Predict which catalyst facilitates the given reaction. (1) Reactant: [OH:1][CH2:2][CH:3]1[CH2:6][CH:5]([N:7]2[CH2:12][CH2:11][CH:10]([N:13]3[C:18](=[O:19])[CH2:17][O:16][C@H:15]4[CH2:20][CH2:21][CH2:22][CH2:23][C@H:14]34)[CH2:9][CH2:8]2)[CH2:4]1.[H-].[Na+].Br[CH2:27][CH:28]1[CH2:31][CH2:30][CH2:29]1. Product: [CH:28]1([CH2:27][O:1][CH2:2][CH:3]2[CH2:6][CH:5]([N:7]3[CH2:8][CH2:9][CH:10]([N:13]4[C:18](=[O:19])[CH2:17][O:16][C@H:15]5[CH2:20][CH2:21][CH2:22][CH2:23][C@H:14]45)[CH2:11][CH2:12]3)[CH2:4]2)[CH2:31][CH2:30][CH2:29]1. The catalyst class is: 3. (2) Reactant: [SH:1][C:2]1[CH:3]=[C:4]2[C:9](=[CH:10][CH:11]=1)[C:8](=[O:12])[CH2:7][CH2:6][CH2:5]2.Cl[CH2:14][C:15]1[S:19][C:18]([C:20]2[CH:25]=[CH:24][C:23]([C:26]([F:29])([F:28])[F:27])=[CH:22][CH:21]=2)=[N:17][C:16]=1[CH3:30].C(=O)([O-])[O-].[Cs+].[Cs+]. Product: [CH3:30][C:16]1[N:17]=[C:18]([C:20]2[CH:21]=[CH:22][C:23]([C:26]([F:29])([F:28])[F:27])=[CH:24][CH:25]=2)[S:19][C:15]=1[CH2:14][S:1][C:2]1[CH:3]=[C:4]2[C:9](=[CH:10][CH:11]=1)[C:8](=[O:12])[CH2:7][CH2:6][CH2:5]2. The catalyst class is: 47.